This data is from Catalyst prediction with 721,799 reactions and 888 catalyst types from USPTO. The task is: Predict which catalyst facilitates the given reaction. (1) Reactant: [SH:1][C:2]1[N:3]([CH3:7])[CH:4]=[CH:5][N:6]=1.Br[CH2:9][C:10]([C:12]1([C:17]2[CH:22]=[CH:21][C:20]([Cl:23])=[CH:19][CH:18]=2)[CH2:16][CH2:15][CH2:14][CH2:13]1)=[O:11].CCN(CC)CC. Product: [Cl:23][C:20]1[CH:19]=[CH:18][C:17]([C:12]2([C:10](=[O:11])[CH2:9][S:1][C:2]3[N:3]([CH3:7])[CH:4]=[CH:5][N:6]=3)[CH2:16][CH2:15][CH2:14][CH2:13]2)=[CH:22][CH:21]=1. The catalyst class is: 23. (2) Reactant: [CH3:1][O:2][C:3](=[O:16])[C:4]1[CH:9]=[C:8]([O:10][CH3:11])[CH:7]=[C:6]([N+:12]([O-])=O)[C:5]=1[NH2:15].[H][H]. Product: [CH3:1][O:2][C:3](=[O:16])[C:4]1[CH:9]=[C:8]([O:10][CH3:11])[CH:7]=[C:6]([NH2:12])[C:5]=1[NH2:15]. The catalyst class is: 19. (3) Reactant: [Cl:1][C:2]1[CH:3]=[CH:4][C:5]([NH:10][C:11]2[C:16]([Cl:17])=[CH:15][N:14]=[C:13]([NH:18][C:19]3[N:23]([CH:24]([CH3:26])[CH3:25])[N:22]=[C:21]([CH3:27])[CH:20]=3)[CH:12]=2)=C([CH:9]=1)C#N.[OH-].[Na+].[C:30]([O:33]CC)(=[O:32])[CH3:31]. Product: [Cl:1][C:2]1[CH:3]=[CH:4][C:5]([NH:10][C:11]2[C:16]([Cl:17])=[CH:15][N:14]=[C:13]([NH:18][C:19]3[N:23]([CH:24]([CH3:25])[CH3:26])[N:22]=[C:21]([CH3:27])[CH:20]=3)[CH:12]=2)=[C:31]([CH:9]=1)[C:30]([OH:33])=[O:32]. The catalyst class is: 12. (4) The catalyst class is: 1. Reactant: C([Li])CCC.BrC1C=CC=CC=1[C:13]1[CH:14]=[CH:15][C:16]2[N:17](C3C=CC=CC=3)[C:18]3[C:23]([C:24]=2[CH:25]=1)=[CH:22][CH:21]=[CH:20][CH:19]=3.[Br:32][C:33]1[CH:34]=[C:35]([C:40]2([C:53]3[CH:58]=[C:57]([Br:59])[CH:56]=[C:55]([Br:60])[CH:54]=3)[C:52]3[CH:51]=[CH:50][CH:49]=[CH:48][C:47]=3[C:46]3[C:41]2=[CH:42][CH:43]=[CH:44][CH:45]=3)[CH:36]=[C:37]([Br:39])[CH:38]=1. Product: [Br:32][C:33]1[CH:34]=[C:35]([C:40]2([C:53]3[CH:58]=[C:57]([Br:59])[CH:56]=[C:55]([Br:60])[CH:54]=3)[C:52]3=[CH:51][C:50]4[N:17]([C:18]5[CH:23]=[CH:22][CH:21]=[CH:20][CH:19]=5)[C:16]5[C:15]([C:49]=4[CH:48]=[C:47]3[C:46]3[C:41]2=[CH:42][CH:43]=[CH:44][CH:45]=3)=[CH:14][CH:13]=[CH:25][CH:24]=5)[CH:36]=[C:37]([Br:39])[CH:38]=1. (5) Reactant: [NH2:1][C:2]1[CH:3]=[N:4][CH:5]=[CH:6][CH:7]=1.[C:8](#N)[CH3:9]. Product: [CH2:8]([NH:1][C:2]1[CH:3]=[N:4][CH:5]=[CH:6][CH:7]=1)[CH3:9]. The catalyst class is: 19. (6) Reactant: [CH2:1]([C:3]1([CH2:18][C:19]([OH:21])=O)[C:8]2[NH:9][C:10]3[C:15]([C:7]=2[CH2:6][CH2:5][O:4]1)=[CH:14][CH:13]=[CH:12][C:11]=3[CH2:16][CH3:17])[CH3:2].[H-].[Na+].[CH2:24](Br)[C:25]1[CH:30]=[CH:29][CH:28]=[CH:27][CH:26]=1. Product: [CH2:24]([N:9]1[C:10]2[C:15](=[CH:14][CH:13]=[CH:12][C:11]=2[CH2:16][CH3:17])[C:7]2[CH2:6][CH2:5][O:4][C:3]([CH2:18][CH2:19][OH:21])([CH2:1][CH3:2])[C:8]1=2)[C:25]1[CH:30]=[CH:29][CH:28]=[CH:27][CH:26]=1. The catalyst class is: 7. (7) Reactant: [Cl:1][C:2]1[CH:7]=[CH:6][CH:5]=[CH:4][C:3]=1[CH2:8][C:9](=[O:11])[CH3:10].C1C=C[NH+]=CC=1.[O-:18][Cr](Cl)(=O)=O.N1C=CC=CC=1. Product: [Cl:1][C:2]1[CH:7]=[CH:6][CH:5]=[CH:4][C:3]=1[C:8](=[O:18])[C:9](=[O:11])[CH3:10]. The catalyst class is: 2.